From a dataset of Forward reaction prediction with 1.9M reactions from USPTO patents (1976-2016). Predict the product of the given reaction. (1) Given the reactants [N+:1]([C:4]1[CH:23]=[CH:22][C:7]([O:8][CH:9]2[CH2:14][CH2:13][N:12]([C:15]([O:17][C:18]([CH3:21])([CH3:20])[CH3:19])=[O:16])[CH2:11][CH2:10]2)=[CH:6][CH:5]=1)([O-])=O, predict the reaction product. The product is: [NH2:1][C:4]1[CH:5]=[CH:6][C:7]([O:8][CH:9]2[CH2:14][CH2:13][N:12]([C:15]([O:17][C:18]([CH3:19])([CH3:20])[CH3:21])=[O:16])[CH2:11][CH2:10]2)=[CH:22][CH:23]=1. (2) The product is: [CH2:11]([C:10]1[C:9]2[C:1](=[CH:3][C:4]([OH:5])=[CH:6][C:7]=2[OH:8])[O:2][C:16](=[O:17])[CH:15]=1)[CH2:12][CH3:13]. Given the reactants [C:1]1([CH:9]=[C:7]([OH:8])[CH:6]=[C:4]([OH:5])[CH:3]=1)[OH:2].[C:10]([CH2:15][C:16](OCC)=[O:17])(=O)[CH2:11][CH2:12][CH3:13], predict the reaction product. (3) Given the reactants [CH3:1][N:2]1[C:6]([CH3:7])=[CH:5][C:4]([C:8]([CH:10]2[CH2:16][CH2:15][CH2:14][C:13]3[CH:17]=[C:18]([N:21]4[CH2:25][C@H:24]([CH2:26][NH:27][C:28](=[O:30])[CH3:29])[O:23][C:22]4=[O:31])[CH:19]=[CH:20][C:12]=3[C:11]2=O)=O)=[N:3]1.O.[NH2:34][NH2:35], predict the reaction product. The product is: [CH3:1][N:2]1[C:6]([CH3:7])=[CH:5][C:4]([C:8]2[C:10]3[CH2:16][CH2:15][CH2:14][C:13]4[CH:17]=[C:18]([N:21]5[CH2:25][C@H:24]([CH2:26][NH:27][C:28](=[O:30])[CH3:29])[O:23][C:22]5=[O:31])[CH:19]=[CH:20][C:12]=4[C:11]=3[NH:35][N:34]=2)=[N:3]1. (4) Given the reactants [F:1][C:2]1[CH:3]=[C:4]([CH:30]=[C:31](F)[CH:32]=1)[C:5]([NH:7][C:8]1[CH:9]=[CH:10][C:11]([CH3:29])=[C:12]([NH:14][C:15](=[O:28])[C:16]2[CH:21]=[CH:20][C:19]([CH2:22][N:23]([CH2:26][CH3:27])[CH2:24][CH3:25])=[CH:18][CH:17]=2)[CH:13]=1)=[O:6].[NH:34]1[CH2:39][CH2:38][CH2:37][CH2:36][CH2:35]1, predict the reaction product. The product is: [F:1][C:2]1[CH:3]=[C:4]([CH:30]=[C:31]([N:34]2[CH2:39][CH2:38][CH2:37][CH2:36][CH2:35]2)[CH:32]=1)[C:5]([NH:7][C:8]1[CH:9]=[CH:10][C:11]([CH3:29])=[C:12]([NH:14][C:15](=[O:28])[C:16]2[CH:17]=[CH:18][C:19]([CH2:22][N:23]([CH2:24][CH3:25])[CH2:26][CH3:27])=[CH:20][CH:21]=2)[CH:13]=1)=[O:6].